Dataset: Reaction yield outcomes from USPTO patents with 853,638 reactions. Task: Predict the reaction yield, written as a fraction of the theoretical maximum amount of product (1.0 means a 100% yield; for example, 0.34 means a 34% yield). (1) The product is [CH2:19]([NH:26][C:27](=[O:28])[NH:1][C:2]1[CH:6]=[CH:5][S:4][C:3]=1[C:7]([OH:9])=[O:8])[C:20]1[CH:25]=[CH:24][CH:23]=[CH:22][CH:21]=1. The catalyst is C(#N)C. The reactants are [NH2:1][C:2]1[CH:6]=[CH:5][S:4][C:3]=1[C:7]([O:9]C)=[O:8].[OH-].[Na+].Cl.C(=O)(O)[O-].[Na+].[CH2:19]([N:26]=[C:27]=[O:28])[C:20]1[CH:25]=[CH:24][CH:23]=[CH:22][CH:21]=1. The yield is 0.390. (2) The reactants are O[CH2:2][C:3]1[C:12]([C:13]2[CH:18]=[CH:17][C:16]([O:19][CH2:20][O:21][CH3:22])=[CH:15][C:14]=2[O:23][CH3:24])=[CH:11][CH:10]=[C:9]2[C:4]=1[C:5]([CH3:27])=[CH:6][C:7]([CH3:26])([CH3:25])[NH:8]2.C(N(CC)CC)C.CS([Cl:39])(=O)=O.C(Cl)(Cl)Cl. The catalyst is C(Cl)Cl.O. The product is [Cl:39][CH2:2][C:3]1[C:12]([C:13]2[CH:18]=[CH:17][C:16]([O:19][CH2:20][O:21][CH3:22])=[CH:15][C:14]=2[O:23][CH3:24])=[CH:11][CH:10]=[C:9]2[C:4]=1[C:5]([CH3:27])=[CH:6][C:7]([CH3:26])([CH3:25])[NH:8]2. The yield is 0.490. (3) The reactants are [S:1]1[CH2:5][C:4](=[O:6])[NH:3][C:2]1=[O:7].[Br:8][CH2:9][CH2:10]O.C1(P(C2C=CC=CC=2)C2C=CC=CC=2)C=CC=CC=1.CC(OC(/N=N/C(OC(C)C)=O)=O)C. The catalyst is O1CCCC1. The product is [Br:8][CH2:9][CH2:10][N:3]1[C:4](=[O:6])[CH2:5][S:1][C:2]1=[O:7]. The yield is 0.470. (4) The reactants are [F:1][C:2]1[CH:3]=[C:4]([CH:7]=[C:8]([F:11])[C:9]=1[F:10])[CH:5]=O.C1(P(C2C=CC=CC=2)(C2C=CC=CC=2)=[C:19]([CH3:25])[C:20]([O:22][CH2:23][CH3:24])=[O:21])C=CC=CC=1. The catalyst is CN(C=O)C. The product is [CH3:25]/[C:19](=[CH:5]\[C:4]1[CH:3]=[C:2]([F:1])[C:9]([F:10])=[C:8]([F:11])[CH:7]=1)/[C:20]([O:22][CH2:23][CH3:24])=[O:21]. The yield is 0.930.